Task: Predict the product of the given reaction.. Dataset: Forward reaction prediction with 1.9M reactions from USPTO patents (1976-2016) (1) The product is: [CH2:24]([O:23][C:21](=[O:22])[C:20]([O:9][C:6]1[CH:5]=[CH:4][C:3]([C:10](=[O:12])[CH3:11])=[C:2]([F:1])[C:7]=1[CH3:8])([CH3:27])[CH3:26])[CH3:25]. Given the reactants [F:1][C:2]1[C:7]([CH3:8])=[C:6]([OH:9])[CH:5]=[CH:4][C:3]=1[C:10](=[O:12])[CH3:11].C(=O)([O-])[O-].[Cs+].[Cs+].Br[C:20]([CH3:27])([CH3:26])[C:21]([O:23][CH2:24][CH3:25])=[O:22].OS([O-])(=O)=O.[K+], predict the reaction product. (2) Given the reactants C(N(CC)CC)C.[F:8][C:9]1[CH:14]=[CH:13][CH:12]=[CH:11][C:10]=1[N:15]1[C:23]2[C:18](=[C:19]([N:24]3[CH2:31][C@@H:30]4[C@@H:26]([CH2:27][NH:28][CH2:29]4)[C:25]3=[O:32])[CH:20]=[CH:21][CH:22]=2)[CH:17]=[N:16]1.[F:33][C:34]([F:42])([F:41])[CH2:35][CH2:36][S:37](Cl)(=[O:39])=[O:38], predict the reaction product. The product is: [F:8][C:9]1[CH:14]=[CH:13][CH:12]=[CH:11][C:10]=1[N:15]1[C:23]2[C:18](=[C:19]([N:24]3[CH2:31][C@@H:30]4[C@@H:26]([CH2:27][N:28]([S:37]([CH2:36][CH2:35][C:34]([F:42])([F:41])[F:33])(=[O:39])=[O:38])[CH2:29]4)[C:25]3=[O:32])[CH:20]=[CH:21][CH:22]=2)[CH:17]=[N:16]1. (3) Given the reactants Br[C:2]1[CH:3]=[CH:4][C:5]2[O:9][C:8]([C:10]([O:12][CH2:13]C)=[O:11])=[CH:7][C:6]=2[CH:15]=1.C(B(CC)[C:19]1[CH:20]=[N:21][CH:22]=[CH:23][CH:24]=1)C.P([O-])([O-])([O-])=O.[K+].[K+].[K+].C(OCC)(=O)C, predict the reaction product. The product is: [CH3:13][O:12][C:10]([C:8]1[O:9][C:5]2[CH:4]=[CH:3][C:2]([C:19]3[CH:20]=[N:21][CH:22]=[CH:23][CH:24]=3)=[CH:15][C:6]=2[CH:7]=1)=[O:11]. (4) Given the reactants [C:1]1([N:7]([C:24]2[CH:29]=[CH:28][CH:27]=[CH:26][CH:25]=2)C2C=CC3C(=O)C4C(=CC=CC=4)C(=O)C=3C=2)[CH:6]=[CH:5][CH:4]=[CH:3][CH:2]=1.[C:30]1([Li])[CH:35]=[CH:34][CH:33]=[CH:32][CH:31]=1.[I-].[Na+].O.[PH2]([O-])=O.[Na+].O1[CH2:48][CH2:47][CH2:46][CH2:45]1, predict the reaction product. The product is: [C:24]1([N:7]([C:1]2[CH:2]=[CH:3][CH:4]=[CH:5][CH:6]=2)[C:32]2[CH:33]=[CH:34][C:35]3[C:30](=[C:45]([C:1]4[CH:6]=[CH:5][CH:4]=[CH:3][CH:2]=4)[C:46]4[C:25]([C:26]=3[C:30]3[CH:35]=[CH:34][CH:33]=[CH:32][CH:31]=3)=[CH:24][CH:29]=[CH:48][CH:47]=4)[CH:31]=2)[CH:25]=[CH:26][CH:27]=[CH:28][CH:29]=1. (5) Given the reactants [C:1]1([C:42]2[CH:47]=[CH:46][CH:45]=[CH:44][CH:43]=2)[CH:6]=[CH:5][CH:4]=[C:3]([O:7][CH2:8][C@@H:9]2[CH2:14][N:13]([S:15]([C:18]3[C:26]4[C:21](=[CH:22][CH:23]=[C:24]([Cl:27])[CH:25]=4)[N:20](S(C4C=CC=CC=4)(=O)=O)[C:19]=3[C:37]([O:39]CC)=O)(=[O:17])=[O:16])[CH2:12][CH2:11][O:10]2)[CH:2]=1.[NH3:48], predict the reaction product. The product is: [C:1]1([C:42]2[CH:47]=[CH:46][CH:45]=[CH:44][CH:43]=2)[CH:6]=[CH:5][CH:4]=[C:3]([O:7][CH2:8][C@@H:9]2[CH2:14][N:13]([S:15]([C:18]3[C:26]4[C:21](=[CH:22][CH:23]=[C:24]([Cl:27])[CH:25]=4)[NH:20][C:19]=3[C:37]([NH2:48])=[O:39])(=[O:16])=[O:17])[CH2:12][CH2:11][O:10]2)[CH:2]=1. (6) Given the reactants [OH:1][C:2]1[CH:27]=[CH:26][C:5]([C:6]([NH:8][C:9]2[S:13][C:12]([NH:14][C:15]3[CH:20]=[CH:19][C:18]([O:21][CH3:22])=[CH:17][CH:16]=3)=[N:11][C:10]=2[C:23]([NH2:25])=[O:24])=[O:7])=[CH:4][CH:3]=1.C(=O)([O-])[O-].[K+].[K+].Cl.Cl[CH2:36][CH2:37][N:38]1[CH2:42][CH2:41][CH2:40][CH2:39]1, predict the reaction product. The product is: [CH3:22][O:21][C:18]1[CH:19]=[CH:20][C:15]([NH:14][C:12]2[S:13][C:9]([NH:8][C:6](=[O:7])[C:5]3[CH:4]=[CH:3][C:2]([O:1][CH2:36][CH2:37][N:38]4[CH2:42][CH2:41][CH2:40][CH2:39]4)=[CH:27][CH:26]=3)=[C:10]([C:23]([NH2:25])=[O:24])[N:11]=2)=[CH:16][CH:17]=1. (7) Given the reactants [C:1]1([CH3:10])[C:2]([N:7]=[C:8]=[O:9])=[CH:3][CH:4]=[CH:5][CH:6]=1.Cl.[NH2:12][CH2:13][C:14]1[CH:22]=[CH:21][CH:20]=[C:19]2[C:15]=1[C:16](=[O:32])[N:17]([CH:24]1[CH2:29][CH2:28][C:27](=[O:30])[NH:26][C:25]1=[O:31])[C:18]2=[O:23].C(N(CC)CC)C, predict the reaction product. The product is: [O:31]=[C:25]1[CH:24]([N:17]2[C:16](=[O:32])[C:15]3[C:19](=[CH:20][CH:21]=[CH:22][C:14]=3[CH2:13][NH:12][C:8]([NH:7][C:2]3[CH:3]=[CH:4][CH:5]=[CH:6][C:1]=3[CH3:10])=[O:9])[C:18]2=[O:23])[CH2:29][CH2:28][C:27](=[O:30])[NH:26]1.